Dataset: Forward reaction prediction with 1.9M reactions from USPTO patents (1976-2016). Task: Predict the product of the given reaction. (1) Given the reactants [F:1][C:2]1[CH:3]=[C:4]([CH:7]=[CH:8][C:9]=1[C:10]([F:13])([F:12])[F:11])[CH:5]=O.[CH3:14][C@H:15]1[CH2:20][NH:19][CH2:18][C@@H:17]([CH3:21])[NH:16]1.C(O[BH-](OC(=O)C)OC(=O)C)(=O)C.[Na+], predict the reaction product. The product is: [F:1][C:2]1[CH:3]=[C:4]([CH:7]=[CH:8][C:9]=1[C:10]([F:13])([F:12])[F:11])[CH2:5][N:19]1[CH2:18][C@H:17]([CH3:21])[NH:16][C@H:15]([CH3:14])[CH2:20]1. (2) Given the reactants [F:1][C:2]1[C:9]([O:10][CH3:11])=[CH:8][CH:7]=[CH:6][C:3]=1[CH:4]=O.[CH2:12]1[C:26]2[C:21](=[CH:22][CH:23]=[CH:24][CH:25]=2)[CH2:20][C:19]2[C:14](=[CH:15][CH:16]=[CH:17][CH:18]=2)[CH2:13]1, predict the reaction product. The product is: [F:1][C:2]1[C:9]([O:10][CH3:11])=[CH:8][CH:7]=[CH:6][C:3]=1[CH:4]=[C:20]1[C:19]2[CH:18]=[CH:17][CH:16]=[CH:15][C:14]=2[CH2:13][CH2:12][C:26]2[CH:25]=[CH:24][CH:23]=[CH:22][C:21]1=2.